From a dataset of Forward reaction prediction with 1.9M reactions from USPTO patents (1976-2016). Predict the product of the given reaction. The product is: [C:25]([C:2]1[CH:3]=[C:4]([C:12]2[S:16][C:15]([NH:17][C:18](=[O:20])[CH3:19])=[N:14][C:13]=2[CH3:21])[CH:5]=[CH:6][C:7]=1[S:8]([CH3:11])(=[O:10])=[O:9])#[N:26]. Given the reactants F[C:2]1[CH:3]=[C:4]([C:12]2[S:16][C:15]([NH:17][C:18](=[O:20])[CH3:19])=[N:14][C:13]=2[CH3:21])[CH:5]=[CH:6][C:7]=1[S:8]([CH3:11])(=[O:10])=[O:9].FC1C=CC(C=O)=CC=1[C:25]#[N:26], predict the reaction product.